Regression. Given two drug SMILES strings and cell line genomic features, predict the synergy score measuring deviation from expected non-interaction effect. From a dataset of NCI-60 drug combinations with 297,098 pairs across 59 cell lines. (1) Drug 1: CC=C1C(=O)NC(C(=O)OC2CC(=O)NC(C(=O)NC(CSSCCC=C2)C(=O)N1)C(C)C)C(C)C. Drug 2: C1=NNC2=C1C(=O)NC=N2. Cell line: MOLT-4. Synergy scores: CSS=65.2, Synergy_ZIP=-0.697, Synergy_Bliss=0.969, Synergy_Loewe=-61.5, Synergy_HSA=0.820. (2) Drug 1: CC1=CC2C(CCC3(C2CCC3(C(=O)C)OC(=O)C)C)C4(C1=CC(=O)CC4)C. Drug 2: CCC1(C2=C(COC1=O)C(=O)N3CC4=CC5=C(C=CC(=C5CN(C)C)O)N=C4C3=C2)O.Cl. Cell line: IGROV1. Synergy scores: CSS=11.2, Synergy_ZIP=-5.68, Synergy_Bliss=0.824, Synergy_Loewe=-19.9, Synergy_HSA=-0.548. (3) Drug 1: CC1=C(C(CCC1)(C)C)C=CC(=CC=CC(=CC(=O)O)C)C. Synergy scores: CSS=-2.12, Synergy_ZIP=0.546, Synergy_Bliss=-0.599, Synergy_Loewe=-1.41, Synergy_HSA=-2.28. Drug 2: CC(C)CN1C=NC2=C1C3=CC=CC=C3N=C2N. Cell line: IGROV1. (4) Drug 1: CCC1=C2CN3C(=CC4=C(C3=O)COC(=O)C4(CC)O)C2=NC5=C1C=C(C=C5)O. Drug 2: CC12CCC3C(C1CCC2OP(=O)(O)O)CCC4=C3C=CC(=C4)OC(=O)N(CCCl)CCCl.[Na+]. Cell line: MCF7. Synergy scores: CSS=28.6, Synergy_ZIP=2.18, Synergy_Bliss=-0.221, Synergy_Loewe=-55.8, Synergy_HSA=-4.27. (5) Drug 2: CC12CCC3C(C1CCC2OP(=O)(O)O)CCC4=C3C=CC(=C4)OC(=O)N(CCCl)CCCl.[Na+]. Cell line: RPMI-8226. Drug 1: CS(=O)(=O)OCCCCOS(=O)(=O)C. Synergy scores: CSS=17.4, Synergy_ZIP=-3.18, Synergy_Bliss=-0.550, Synergy_Loewe=-6.30, Synergy_HSA=-1.20. (6) Drug 1: CN1CCC(CC1)COC2=C(C=C3C(=C2)N=CN=C3NC4=C(C=C(C=C4)Br)F)OC. Drug 2: CN(C)N=NC1=C(NC=N1)C(=O)N. Cell line: LOX IMVI. Synergy scores: CSS=50.0, Synergy_ZIP=3.35, Synergy_Bliss=4.61, Synergy_Loewe=6.48, Synergy_HSA=7.79.